From a dataset of CYP2D6 substrate classification data from Carbon-Mangels et al.. Regression/Classification. Given a drug SMILES string, predict its absorption, distribution, metabolism, or excretion properties. Task type varies by dataset: regression for continuous measurements (e.g., permeability, clearance, half-life) or binary classification for categorical outcomes (e.g., BBB penetration, CYP inhibition). Dataset: cyp2d6_substrate_carbonmangels. (1) The result is 0 (non-substrate). The molecule is CN(C)c1ccc([C@H]2C[C@@]3(C)[C@@H](CC[C@@]3(O)/C=C/CO)[C@@H]3CCC4=CC(=O)CCC4=C32)cc1. (2) The molecule is CCCCN1CCCC[C@H]1C(=O)Nc1c(C)cccc1C. The result is 0 (non-substrate). (3) The molecule is CCOc1ccc2c3c1O[C@H]1[C@@H](O)C=C[C@H]4[C@@H](C2)N(C)CC[C@]314. The result is 1 (substrate). (4) The drug is O=C(CCCN1CCC(O)(c2cccc(C(F)(F)F)c2)CC1)c1ccc(F)cc1. The result is 1 (substrate). (5) The drug is CN(C)CC/C=C1\c2ccccc2COc2ccc(CC(=O)O)cc21. The result is 0 (non-substrate). (6) The drug is O=C(NC[C@H]1CCCCN1)c1cc(OCC(F)(F)F)ccc1OCC(F)(F)F. The result is 1 (substrate). (7) The molecule is C=CCc1ccccc1OC[C@@H](O)CNC(C)C. The result is 1 (substrate). (8) The compound is C#CCN(C)[C@@H](C)Cc1ccccc1. The result is 1 (substrate). (9) The compound is COC(=O)C1=C(C#N)NC(C)=C(C(=O)OC(C)C)[C@H]1c1cccc([N+](=O)[O-])c1. The result is 0 (non-substrate).